This data is from Peptide-MHC class I binding affinity with 185,985 pairs from IEDB/IMGT. The task is: Regression. Given a peptide amino acid sequence and an MHC pseudo amino acid sequence, predict their binding affinity value. This is MHC class I binding data. (1) The binding affinity (normalized) is 0.0847. The MHC is HLA-A24:02 with pseudo-sequence HLA-A24:02. The peptide sequence is GYMFESKSM. (2) The peptide sequence is SIRLELVNL. The MHC is HLA-A02:01 with pseudo-sequence HLA-A02:01. The binding affinity (normalized) is 0.210. (3) The peptide sequence is KFIILLTSF. The MHC is HLA-C14:02 with pseudo-sequence HLA-C14:02. The binding affinity (normalized) is 0.343. (4) The peptide sequence is MPSACANGW. The MHC is HLA-B35:01 with pseudo-sequence HLA-B35:01. The binding affinity (normalized) is 1.00. (5) The peptide sequence is NIVFSPFGY. The MHC is HLA-A03:01 with pseudo-sequence HLA-A03:01. The binding affinity (normalized) is 0.0847. (6) The peptide sequence is VSVKMFDAY. The MHC is HLA-A01:01 with pseudo-sequence HLA-A01:01. The binding affinity (normalized) is 0.572.